From a dataset of Forward reaction prediction with 1.9M reactions from USPTO patents (1976-2016). Predict the product of the given reaction. (1) Given the reactants [CH:1]1([C:6]2[CH:7]=[CH:8][C:9]3[O:13][C:12]([C:14]4[CH:15]=[C:16]5[C:21](=[CH:22][CH:23]=4)[CH2:20][N:19]([CH2:24][CH2:25][C:26]([O:28]C(C)(C)C)=[O:27])[CH2:18][CH2:17]5)=[CH:11][C:10]=3[CH:33]=2)[CH2:5][CH2:4][CH2:3][CH2:2]1.C(O)(C(F)(F)F)=O, predict the reaction product. The product is: [CH:1]1([C:6]2[CH:7]=[CH:8][C:9]3[O:13][C:12]([C:14]4[CH:15]=[C:16]5[C:21](=[CH:22][CH:23]=4)[CH2:20][N:19]([CH2:24][CH2:25][C:26]([OH:28])=[O:27])[CH2:18][CH2:17]5)=[CH:11][C:10]=3[CH:33]=2)[CH2:2][CH2:3][CH2:4][CH2:5]1. (2) Given the reactants [C:1]([O:5][C:6]([N:8]1[CH2:12][CH2:11][CH2:10][CH:9]1[C:13]1[NH:14][C:15]([Br:18])=[CH:16][N:17]=1)=[O:7])([CH3:4])([CH3:3])[CH3:2].[H-].[Na+].[CH3:21][Si:22]([CH2:25][CH2:26][O:27][CH2:28]Cl)([CH3:24])[CH3:23], predict the reaction product. The product is: [C:1]([O:5][C:6]([N:8]1[CH2:12][CH2:11][CH2:10][CH:9]1[C:13]1[N:14]([CH2:28][O:27][CH2:26][CH2:25][Si:22]([CH3:24])([CH3:23])[CH3:21])[C:15]([Br:18])=[CH:16][N:17]=1)=[O:7])([CH3:4])([CH3:2])[CH3:3]. (3) Given the reactants O1[C:5]2[CH:6]=[CH:7][C:8]([NH:10][N:11]=[C:12]([C:15]#[N:16])[C:13]#[N:14])=[CH:9][C:4]=2[O:3][CH2:2]1.C1OC2C=CC(N)=CC=2O1.C(#N)CC#N.[OH2:32].[NH2:33][NH2:34], predict the reaction product. The product is: [NH2:14][C:13]1[C:12](=[N:11][NH:10][C:8]2[CH:7]=[CH:6][C:5]3[O:32][CH2:2][O:3][C:4]=3[CH:9]=2)[C:15]([NH2:16])=[N:34][N:33]=1.